Task: Predict which catalyst facilitates the given reaction.. Dataset: Catalyst prediction with 721,799 reactions and 888 catalyst types from USPTO The catalyst class is: 10. Product: [Cl:1][C:2]1[CH:17]=[CH:16][C:5]2[N:6]([CH2:11][CH:12]3[CH2:15][O:14][CH2:13]3)[C:7]([CH2:9][N:18]3[C:22]4=[CH:23][N:24]=[CH:25][CH:26]=[C:21]4[C:20]4([CH2:27][CH2:28]4)[C:19]3=[O:29])=[N:8][C:4]=2[CH:3]=1. Reactant: [Cl:1][C:2]1[CH:17]=[CH:16][C:5]2[N:6]([CH2:11][CH:12]3[CH2:15][O:14][CH2:13]3)[C:7]([CH2:9]Cl)=[N:8][C:4]=2[CH:3]=1.[NH:18]1[C:22]2=[CH:23][N:24]=[CH:25][CH:26]=[C:21]2[C:20]2([CH2:28][CH2:27]2)[C:19]1=[O:29].C(=O)([O-])[O-].[Cs+].[Cs+].